This data is from Full USPTO retrosynthesis dataset with 1.9M reactions from patents (1976-2016). The task is: Predict the reactants needed to synthesize the given product. (1) Given the product [S:1]1[CH:5]=[CH:4][CH:3]=[C:2]1/[CH:6]=[CH:7]/[C:8]([N:26]=[N+:27]=[N-:28])=[O:10], predict the reactants needed to synthesize it. The reactants are: [S:1]1[CH:5]=[CH:4][CH:3]=[C:2]1/[CH:6]=[CH:7]/[C:8]([OH:10])=O.CCN(CC)CC.ClC(OCC(C)C)=O.[N-:26]=[N+:27]=[N-:28].[Na+]. (2) Given the product [N:26]1([CH2:25][CH2:24][CH2:23][CH2:22][N:9]2[CH:8]([C:3]3[C:2]([CH3:1])=[CH:7][CH:6]=[CH:5][N:4]=3)[CH2:13][CH2:12][CH2:11][CH:10]2[C:14]2[C:19]([CH3:20])=[CH:18][CH:17]=[CH:16][N:15]=2)[CH:30]=[CH:29][N:28]=[CH:27]1, predict the reactants needed to synthesize it. The reactants are: [CH3:1][C:2]1[C:3]([CH:8]2[CH2:13][CH2:12][CH2:11][CH:10]([C:14]3[C:19]([CH3:20])=[CH:18][CH:17]=[CH:16][N:15]=3)[NH:9]2)=[N:4][CH:5]=[CH:6][CH:7]=1.Br[CH2:22][CH2:23][CH2:24][CH2:25][N:26]1[CH:30]=[CH:29][N:28]=[CH:27]1.CCN(C(C)C)C(C)C. (3) Given the product [OH:13][C:14]1[CH:20]=[CH:19][C:17]([NH:18][C:2]2[C:11]3[C:6](=[CH:7][CH:8]=[CH:9][CH:10]=3)[N:5]=[C:4]([CH3:12])[N:3]=2)=[CH:16][CH:15]=1, predict the reactants needed to synthesize it. The reactants are: Cl[C:2]1[C:11]2[C:6](=[CH:7][CH:8]=[CH:9][CH:10]=2)[N:5]=[C:4]([CH3:12])[N:3]=1.[OH:13][C:14]1[CH:20]=[CH:19][C:17]([NH2:18])=[CH:16][CH:15]=1. (4) Given the product [SH:3][C:2]1[NH:4][N:5]=[C:6]([CH2:7][C:8]([O:10][CH2:11][CH3:12])=[O:9])[N:1]=1, predict the reactants needed to synthesize it. The reactants are: [NH2:1][C:2]([NH:4][NH:5][C:6](=O)[CH2:7][C:8]([O:10][CH2:11][CH3:12])=[O:9])=[S:3].[O-]CC.[Na+].